Dataset: Forward reaction prediction with 1.9M reactions from USPTO patents (1976-2016). Task: Predict the product of the given reaction. (1) Given the reactants C(OC([NH:8][C:9]1[CH:10]=[CH:11][C:12]2[N:13]([C:15]([C:18]([C:20]3[CH:25]=[CH:24][C:23]([N+:26]([O-:28])=[O:27])=[C:22]([O:29][CH3:30])[CH:21]=3)=[O:19])=[N:16][CH:17]=2)[CH:14]=1)=O)(C)(C)C.FC(F)(F)C(O)=O.Cl, predict the reaction product. The product is: [NH2:8][C:9]1[CH:10]=[CH:11][C:12]2[N:13]([C:15]([C:18]([C:20]3[CH:25]=[CH:24][C:23]([N+:26]([O-:28])=[O:27])=[C:22]([O:29][CH3:30])[CH:21]=3)=[O:19])=[N:16][CH:17]=2)[CH:14]=1. (2) Given the reactants [H-].[Na+].[OH:3][C@@H:4]([CH2:15][O:16][CH:17]([CH3:19])[CH3:18])[C:5]([NH:7][C:8]1[CH:13]=[CH:12][C:11]([CH3:14])=[CH:10][N:9]=1)=[O:6].Cl[C:21]1[N:26]=[CH:25][N:24]=[C:23]2[N:27]([C:30]3[CH:35]=[CH:34][N:33]=[CH:32][C:31]=3[CH3:36])[N:28]=[CH:29][C:22]=12.C(O)(=O)CC(CC(O)=O)(C(O)=O)O, predict the reaction product. The product is: [CH3:14][C:11]1[CH:12]=[CH:13][C:8]([NH:7][C:5](=[O:6])[C@@H:4]([O:3][C:21]2[C:22]3[CH:29]=[N:28][N:27]([C:30]4[CH:35]=[CH:34][N:33]=[CH:32][C:31]=4[CH3:36])[C:23]=3[N:24]=[CH:25][N:26]=2)[CH2:15][O:16][CH:17]([CH3:19])[CH3:18])=[N:9][CH:10]=1. (3) Given the reactants CO[C:3](=[O:20])[C:4]([C:16]([O:18][CH3:19])=[O:17])=[C:5]([C:11]([O:13][CH2:14][CH3:15])=[O:12])[CH:6]=[CH:7][N:8]([CH3:10])C.C(N)[C:22]1[CH:27]=[CH:26][CH:25]=[CH:24][CH:23]=1, predict the reaction product. The product is: [CH3:19][O:18][C:16]([C:4]1[C:3](=[O:20])[N:8]([CH2:10][C:22]2[CH:27]=[CH:26][CH:25]=[CH:24][CH:23]=2)[CH:7]=[CH:6][C:5]=1[C:11]([O:13][CH2:14][CH3:15])=[O:12])=[O:17]. (4) Given the reactants Cl[C:2]1C=CC=C(C(OO)=O)[CH:3]=1.C(S[C:15]1[C:16]([C:21]([N:23]([CH3:35])[C:24]2[CH:29]=[CH:28][C:27]([S:30][C:31]([F:34])([F:33])[F:32])=[CH:26][N:25]=2)=[O:22])=[N:17][CH:18]=[CH:19][CH:20]=1)C.C(=O)(O)[O-].[Na+].[S:41]([O-:45])([O-])(=[O:43])=S.[Na+].[Na+], predict the reaction product. The product is: [CH2:2]([S:41]([C:15]1[C:16]([C:21]([N:23]([CH3:35])[C:24]2[CH:29]=[CH:28][C:27]([S:30][C:31]([F:34])([F:33])[F:32])=[CH:26][N:25]=2)=[O:22])=[N:17][CH:18]=[CH:19][CH:20]=1)(=[O:45])=[O:43])[CH3:3]. (5) Given the reactants Br[C:2]1[CH:7]=[C:6]([O:8][C:9]2[CH:14]=[CH:13][C:12]([Cl:15])=[CH:11][CH:10]=2)[CH:5]=[CH:4][C:3]=1[Cl:16].C([Mg]Cl)(C)C.[C:22](Cl)(=[O:26])[CH:23]([CH3:25])[CH3:24].[NH4+].[Cl-], predict the reaction product. The product is: [Cl:16][C:3]1[CH:4]=[CH:5][C:6]([O:8][C:9]2[CH:14]=[CH:13][C:12]([Cl:15])=[CH:11][CH:10]=2)=[CH:7][C:2]=1[C:22](=[O:26])[CH:23]([CH3:25])[CH3:24]. (6) Given the reactants [F:1][CH:2]([F:19])[CH2:3][O:4][C:5]1[CH:15]=[CH:14][C:13]([N+:16]([O-])=O)=[CH:12][C:6]=1[C:7]([O:9][CH2:10][CH3:11])=[O:8], predict the reaction product. The product is: [NH2:16][C:13]1[CH:14]=[CH:15][C:5]([O:4][CH2:3][CH:2]([F:1])[F:19])=[C:6]([CH:12]=1)[C:7]([O:9][CH2:10][CH3:11])=[O:8]. (7) The product is: [NH2:26][C:8]1[N:7]=[C:6]([O:5][CH2:1][CH2:2][CH2:3][CH3:4])[N:14]=[C:13]2[C:9]=1[NH:10][C:11](=[O:24])[N:12]2[CH2:15][CH2:16][CH2:17][CH:18]1[CH2:23][CH2:22][CH2:21][N:20]([CH2:29][CH2:28][CH:30]2[CH2:35][CH2:34][CH2:33][CH2:32][CH2:31]2)[CH2:19]1. Given the reactants [CH2:1]([O:5][C:6]1[N:14]=[C:13]2[C:9]([N:10]=[C:11]([O:24]C)[N:12]2[CH2:15][CH2:16][CH2:17][CH:18]2[CH2:23][CH2:22][CH2:21][NH:20][CH2:19]2)=[C:8]([NH2:26])[N:7]=1)[CH2:2][CH2:3][CH3:4].I[CH:28]([CH:30]1[CH2:35][CH2:34][CH2:33][CH2:32][CH2:31]1)[CH3:29], predict the reaction product.